Predict the product of the given reaction. From a dataset of Forward reaction prediction with 1.9M reactions from USPTO patents (1976-2016). (1) Given the reactants [NH2:1][C:2]1[CH:9]=[CH:8][CH:7]=[C:6]([O:10][CH2:11][CH:12]2[CH2:17][CH2:16][N:15]([C:18](=[O:21])[CH2:19][CH3:20])[CH2:14][CH2:13]2)[C:3]=1[C:4]#[N:5].[C:22]([O:28][CH2:29][CH3:30])(=[O:27])[CH2:23][C:24]([CH3:26])=O, predict the reaction product. The product is: [NH2:5][C:4]1[C:3]2[C:2](=[CH:9][CH:8]=[CH:7][C:6]=2[O:10][CH2:11][CH:12]2[CH2:17][CH2:16][N:15]([C:18](=[O:21])[CH2:19][CH3:20])[CH2:14][CH2:13]2)[N:1]=[C:24]([CH3:26])[C:23]=1[C:22]([O:28][CH2:29][CH3:30])=[O:27]. (2) Given the reactants [CH3:1][NH:2][CH2:3][CH2:4][C:5]#[C:6][C:7]1[CH:12]=[CH:11][CH:10]=[CH:9][N:8]=1.[CH3:13][C:14]1[CH:15]=[C:16]([CH:20]=[CH:21][CH:22]=1)[C:17](Cl)=[O:18], predict the reaction product. The product is: [CH3:1][N:2]([CH2:3][CH2:4][C:5]#[C:6][C:7]1[CH:12]=[CH:11][CH:10]=[CH:9][N:8]=1)[C:17](=[O:18])[C:16]1[CH:20]=[CH:21][CH:22]=[C:14]([CH3:13])[CH:15]=1.